From a dataset of Catalyst prediction with 721,799 reactions and 888 catalyst types from USPTO. Predict which catalyst facilitates the given reaction. The catalyst class is: 29. Product: [CH:22]([C:18]1[CH:17]=[C:16]([C@@H:14]([NH:13][C:12]([C:7]2[CH:8]=[C:9]3[C:4](=[CH:5][CH:6]=2)[N:3]([CH2:26][C:27]2[CH:28]=[CH:29][C:30]([C:33]4[C:34]([C:39]([O:41][C:42]([CH3:43])([CH3:45])[CH3:44])=[O:40])=[CH:35][CH:36]=[CH:37][CH:38]=4)=[CH:31][CH:32]=2)[C:2]([CH3:1])=[C:10]3[CH3:11])=[O:25])[CH3:15])[CH:21]=[CH:20][CH:19]=1)([CH3:24])[CH3:23]. Reactant: [CH3:1][C:2]1[N:3]([CH2:26][C:27]2[CH:32]=[CH:31][C:30]([C:33]3[C:34]([C:39]([O:41][C:42]([CH3:45])([CH3:44])[CH3:43])=[O:40])=[CH:35][CH:36]=[CH:37][CH:38]=3)=[CH:29][CH:28]=2)[C:4]2[C:9]([C:10]=1[CH3:11])=[CH:8][C:7]([C:12](=[O:25])[NH:13][C@H:14]([C:16]1[CH:21]=[CH:20][CH:19]=[C:18]([C:22]([CH3:24])=[CH2:23])[CH:17]=1)[CH3:15])=[CH:6][CH:5]=2.